Dataset: Full USPTO retrosynthesis dataset with 1.9M reactions from patents (1976-2016). Task: Predict the reactants needed to synthesize the given product. (1) Given the product [CH2:9]([O:11][C:12](=[O:15])[CH2:13][O:8][C:5]1[CH:6]=[CH:7][C:2]([Cl:1])=[CH:3][CH:4]=1)[CH3:10], predict the reactants needed to synthesize it. The reactants are: [Cl:1][C:2]1[CH:7]=[CH:6][C:5]([OH:8])=[CH:4][CH:3]=1.[CH2:9]([O:11][C:12](=[O:15])[CH2:13]Br)[CH3:10]. (2) Given the product [OH:1][C@@:2]([CH2:10][CH2:11][C:12]1[CH:13]=[CH:14][CH:15]=[CH:16][CH:17]=1)([CH:7]([CH3:8])[CH3:9])[CH2:3][C:4]([OH:6])=[O:5], predict the reactants needed to synthesize it. The reactants are: [OH:1][C@:2]([CH2:10][CH2:11][C:12]1[CH:17]=[CH:16][CH:15]=[CH:14][CH:13]=1)([CH:7]([CH3:9])[CH3:8])[CH2:3][C:4]([OH:6])=[O:5].Cl.C[C@@H](N)C1C=CC=CC=1. (3) The reactants are: [O:1]1[C:5]2([CH2:10][CH2:9][C:8]([C:11]3[C:15](C=O)=[CH:14][N:13]([CH:18]4[CH2:23][CH2:22][CH2:21][CH2:20][O:19]4)[N:12]=3)=[CH:7][CH2:6]2)[O:4][CH2:3][CH2:2]1.[CH3:24][N:25]([CH2:33][CH2:34][NH:35][CH3:36])[C:26](=[O:32])[O:27][C:28]([CH3:31])([CH3:30])[CH3:29].[BH-](OC(C)=O)(OC(C)=O)O[C:39](C)=O.[Na+]. Given the product [O:4]1[C:5]2([CH2:10][CH2:9][C:8]([C:11]3[C:15]([CH2:36][N:35]([CH3:39])[CH2:34][CH2:33][N:25]([CH3:24])[C:26](=[O:32])[O:27][C:28]([CH3:31])([CH3:30])[CH3:29])=[CH:14][N:13]([CH:18]4[CH2:23][CH2:22][CH2:21][CH2:20][O:19]4)[N:12]=3)=[CH:7][CH2:6]2)[O:1][CH2:2][CH2:3]1, predict the reactants needed to synthesize it. (4) Given the product [CH3:1][C:2]([CH3:31])([CH3:32])[CH2:3][C:4]1[N:5]=[C:6]([CH:15]([CH3:16])[CH2:17][C:18]2[CH:23]=[CH:22][C:21]([C:24]3[CH:29]=[CH:28][C:27]([F:30])=[CH:26][N:25]=3)=[CH:20][CH:19]=2)[N:7]([S:9]([N:12]([CH3:14])[CH3:13])(=[O:10])=[O:11])[CH:8]=1, predict the reactants needed to synthesize it. The reactants are: [CH3:1][C:2]([CH3:32])([CH3:31])[CH2:3][C:4]1[N:5]=[C:6]([C:15]([CH2:17][C:18]2[CH:23]=[CH:22][C:21]([C:24]3[CH:29]=[CH:28][C:27]([F:30])=[CH:26][N:25]=3)=[CH:20][CH:19]=2)=[CH2:16])[N:7]([S:9]([N:12]([CH3:14])[CH3:13])(=[O:11])=[O:10])[CH:8]=1. (5) Given the product [NH2:19][C:18]1[CH:20]=[C:14]([S:12][C:9]2[CH:10]=[CH:11][C:6]([NH:5][C:2](=[O:4])[CH3:3])=[CH:7][CH:8]=2)[CH:15]=[CH:16][C:17]=1[N+:21]([O-:23])=[O:22], predict the reactants needed to synthesize it. The reactants are: [Na].[C:2]([NH:5][C:6]1[CH:11]=[CH:10][C:9]([SH:12])=[CH:8][CH:7]=1)(=[O:4])[CH3:3].Cl[C:14]1[CH:15]=[CH:16][C:17]([N+:21]([O-:23])=[O:22])=[C:18]([CH:20]=1)[NH2:19].